The task is: Regression. Given two drug SMILES strings and cell line genomic features, predict the synergy score measuring deviation from expected non-interaction effect.. This data is from Merck oncology drug combination screen with 23,052 pairs across 39 cell lines. Drug 1: CCN(CC)CCNC(=O)c1c(C)[nH]c(C=C2C(=O)Nc3ccc(F)cc32)c1C. Drug 2: CCc1cnn2c(NCc3ccc[n+]([O-])c3)cc(N3CCCCC3CCO)nc12. Cell line: HT29. Synergy scores: synergy=6.90.